This data is from Drug-target binding data from BindingDB using Ki measurements. The task is: Regression. Given a target protein amino acid sequence and a drug SMILES string, predict the binding affinity score between them. We predict pKi (pKi = -log10(Ki in M); higher means stronger inhibition). Dataset: bindingdb_ki. (1) The compound is O=C(c1ccc(F)cc1)C1(c2ccccc2)CCN([C@@H]2Cc3ccccc3C[C@H]2O)CC1. The target protein (P81721) has sequence MGVTMAVGLAKAAMGKISSAIGERSKRISGAMNEPRRKRKILLVIVCIAMLLDNMLYMVIVPIIPNYLETIRTYKLVYITTPSNGTNGSLLNSTQRAVLERNPNANEDIQIGVLFASKAILQLLSNPFTGTFIDRVGYDIPLLIGLTIMFFSTITFAFGESYAVLFAARSLQGLGSAFADTSGIAMIADKYTEESERTQALGIALAFISFGSLVAPPFGGVLYQFAGKWVPFLVLSFVCLLDGILLLMVVTPFASRTRENMLQGTPIYKLMIDPYIAVVAGALTTCNIPLAFLEPTISNWMKKTMNASEWQMGITWLPAFFPHILGVYITVKLAAKYPNYQWFYGAVGLVIIGASSCTIPACRNFEELIIPLCALCFGIALVDTALLPTLAFLVDIRYVSVYGSVYAIADISYSVAYALGPIMAGQIVHDLGFVQLNLGMGLVNILYAPALLFLRNVCQMKPSLSERNILLEEGPKGLYDTIIMEERKAAKEPHGSSSGN.... The pKi is 8.7. (2) The drug is Cc1cc([C@@H]2CCCN2C)on1. The target protein (P13678) has sequence MFTGKLQIKVCEASGLRPTDFQKRHNLTFGKLADEQLIDPYVSIDVDESHFDRATTRPKTFDPVWNEQFVHDVTNVSNINLTVFHDAALPPDDFVANCIISFEDLMQSETAVQDLWVNLEPQGKIHVIIELKNRTDKAKAEAVVEHTVAVNKEFKERAGFNRRRGAMRRRVHQVNGHKFMATFLRQPTFCSHCREFIWGIGKQGYQCQVCTLVVHKKCHLSVVSKCPGMRDEQPAKVEMVPAGQRFNVNLPHRFVVHSYKRFTFCDHCGSLLYGLIKQGLQCETCGMNVHKRCQKNVANTCGINTKQMAEILSSLGISPDKQQPRRSKYLNQQGGEDNYGASLGADGDGAPGQSFRSCALSVDSLATSTTTMTSGYNSSSCMSLAVTGSGGVGATGETRPGKCSLLDFNFIKVLGKGSFGKVMLAEKKGTDEIYAIKVLKKDAIIQDDDVDCTMTEKRILALAANHPFLTALHSCFQTPDRLFFVMEYVNGGDLMFQIQK.... The pKi is 5.0. (3) The drug is O=c1n(CCCCNCC2CCc3ccccc3O2)c(O)c2n1CCCC2. The target protein (P35563) has sequence MPLCIPQVLLALFLSVLIAQGEGSRRRATQAHSTTQPALLRLSDHLLANYKKGVRPVRDWRKPTLVSIDVIMYAILNVDEKNQVLTTYIWYRQFWTDEFLQWTPEDFDNVTKLSIPTDSIWVPDILINEFVDVGKSPSIPYVYVHHQGEVQNYKPLQLVTACSLDIYNFPFDVQNCSLTFTSWLHTIQDINISLWRTPEEVRSDKSIFINQGEWELLGVFTKFQEFSIETSNSYAEMKFYVVIRRRPLFYAVSLLLPSIFLMVVDIVGFCLPPDSGERVSFKITLLLGYSVFLIIVSDTLPATAIGTPLIGVYFVVCMALLVISLAETIFIVQLVHKQDLQRPVPDWLRHLVLDRIAWLLCLGEQPMAHRPPATFQANKTDDCSAMGNHCSHVGSPQDLEKTSRSRDSPLPPPREASLAVRGLLQELSSIRHSLEKRDEMREVARDWLRVGYVLDRLLFRIYLLAVLAYSITLVTLWSIWHYS. The pKi is 6.0. (4) The small molecule is NC(=O)[C@H](CCC(=O)O)NC(=O)[C@H](CCC(=O)O)NC(=O)CCc1ccc(Oc2ccccc2)cc1. The target protein sequence is MSPAPRPSRCLLLPLLTLGT. The pKi is 6.0. (5) The drug is N=C(N)c1ccc(N)cc1. The target protein (P35030) has sequence MCGPDDRCPARWPGPGRAVKCGKGLAAARPGRVERGGAQRGGAGLELHPLLGGRTWRAARDADGCEALGTVAVPFDDDDKIVGGYTCEENSLPYQVSLNSGSHFCGGSLISEQWVVSAAHCYKTRIQVRLGEHNIKVLEGNEQFINAAKIIRHPKYNRDTLDNDIMLIKLSSPAVINARVSTISLPTTPPAAGTECLISGWGNTLSFGADYPDELKCLDAPVLTQAECKASYPGKITNSMFCVGFLEGGKDSCQRDSGGPVVCNGQLQGVVSWGHGCAWKNRPGVYTKVYNYVDWIKDTIAANS. The pKi is 4.9. (6) The drug is C(=C/[C@@H]1CCNC1)\c1cccnc1. The target protein (P49582) has sequence MCGRRGGIWLALAAALLHVSLQGEFQRRLYKELVKNYNPLERPVANDSQPLTVYFSLSLLQIMDVDEKNQVLTTNIWLQMSWTDHYLQWNMSEYPGVKNVRFPDGQIWKPDILLYNSADERFDATFHTNVLVNASGHCQYLPPGIFKSSCYIDVRWFPFDVQQCKLKFGSWSYGGWSLDLQMQEADISSYIPNGEWDLMGIPGKRNEKFYECCKEPYPDVTYTVTMRRRTLYYGLNLLIPCVLISALALLVFLLPADSGEKISLGITVLLSLTVFMLLVAEIMPATSDSVPLIAQYFASTMIIVGLSVVVTVIVLRYHHHDPDGGKMPKWTRIILLNWCAWFLRMKRPGEDKVRPACQHKPRRCSLASVELSAGAGPPTSNGNLLYIGFRGLEGMHCAPTPDSGVVCGRLACSPTHDEHLMHGTHPSDGDPDLAKILEEVRYIANRFRCQDESEVICSEWKFAACVVDRLCLMAFSVFTIICTIGILMSAPNFVEAVSKD.... The pKi is 5.5.